This data is from Full USPTO retrosynthesis dataset with 1.9M reactions from patents (1976-2016). The task is: Predict the reactants needed to synthesize the given product. (1) The reactants are: [Cl:1][C:2]1[S:6][C:5]2[C:7]3([O:13][CH2:14][C:15]([F:17])([F:16])[C:4]=2[CH:3]=1)[CH2:12][CH2:11][NH:10][CH2:9][CH2:8]3.[F:18][C:19]1[CH:24]=[CH:23][CH:22]=[C:21]([F:25])[C:20]=1[N:26]1[CH:30]=[C:29]([CH:31]=O)[C:28]([CH3:33])=[N:27]1.C(O[BH-](OC(=O)C)OC(=O)C)(=O)C.[Na+]. Given the product [Cl:1][C:2]1[S:6][C:5]2[C:7]3([O:13][CH2:14][C:15]([F:16])([F:17])[C:4]=2[CH:3]=1)[CH2:8][CH2:9][N:10]([CH2:31][C:29]1[C:28]([CH3:33])=[N:27][N:26]([C:20]2[C:19]([F:18])=[CH:24][CH:23]=[CH:22][C:21]=2[F:25])[CH:30]=1)[CH2:11][CH2:12]3, predict the reactants needed to synthesize it. (2) The reactants are: [C:1]([O:5][C:6]([N:8]([C:10]1[CH:16]=[C:15]([N:17]([CH2:19][CH2:20][OH:21])[CH3:18])[CH:14]=[CH:13][C:11]=1[NH2:12])[CH3:9])=[O:7])([CH3:4])([CH3:3])[CH3:2].[CH3:22][C:23]1[C:31]2[N:30]=[C:29]([CH2:32][CH2:33][CH3:34])[NH:28][C:27]=2[CH:26]=[C:25]([C:35](O)=[O:36])[CH:24]=1.CN(C)C=O.Cl.C(N=C=NCCCN(C)C)C. Given the product [C:1]([O:5][C:6]([N:8]([C:10]1[CH:16]=[C:15]([N:17]([CH2:19][CH2:20][OH:21])[CH3:18])[CH:14]=[CH:13][C:11]=1[NH:12][C:35]([C:25]1[CH:24]=[C:23]([CH3:22])[C:31]2[N:30]=[C:29]([CH2:32][CH2:33][CH3:34])[NH:28][C:27]=2[CH:26]=1)=[O:36])[CH3:9])=[O:7])([CH3:2])([CH3:4])[CH3:3], predict the reactants needed to synthesize it. (3) Given the product [N:11]([N:4]1[CH:5]([C:8]([OH:10])=[O:9])[CH2:6][CH2:7][S:2][CH2:3]1)=[O:12], predict the reactants needed to synthesize it. The reactants are: Cl.[S:2]1[CH2:7][CH2:6][CH:5]([C:8]([OH:10])=[O:9])[NH:4][CH2:3]1.[N+:11](C1C=CC(COC(N2CCN3C=C(C=O)N=C3C2)=O)=CC=1)([O-])=[O:12].N([O-])=O.[Na+]. (4) The reactants are: C(O[C:4](=O)[CH2:5][C:6]([C@@H:8]1[CH2:12][CH2:11][CH2:10][N:9]1[C:13]([O:15]C(C)(C)C)=O)=O)C.C([C:23]1[S:27][CH:26]=[C:25]([C:28]([OH:30])=[O:29])[CH:24]=1)=O.N1CCCCC1.[NH2:37]/[C:38](/[CH2:45][CH2:46][C:47]1[CH:52]=[CH:51][C:50]([F:53])=[CH:49][CH:48]=1)=[CH:39]\[C:40]([O:42][CH2:43][CH3:44])=[O:41].C(O)(C(F)(F)F)=O. Given the product [CH2:43]([O:42][C:40]([C:39]1[C:38]([CH2:45][CH2:46][C:47]2[CH:48]=[CH:49][C:50]([F:53])=[CH:51][CH:52]=2)=[N:37][C:6]2[C@H:8]3[N:9]([C:13](=[O:15])[C:5]=2[C:4]=1[C:23]1[S:27][CH:26]=[C:25]([C:28]([OH:30])=[O:29])[CH:24]=1)[CH2:10][CH2:11][CH2:12]3)=[O:41])[CH3:44], predict the reactants needed to synthesize it.